Dataset: NCI-60 drug combinations with 297,098 pairs across 59 cell lines. Task: Regression. Given two drug SMILES strings and cell line genomic features, predict the synergy score measuring deviation from expected non-interaction effect. (1) Drug 1: C1=CC(=CC=C1CCC2=CNC3=C2C(=O)NC(=N3)N)C(=O)NC(CCC(=O)O)C(=O)O. Drug 2: C1CC(=O)NC(=O)C1N2C(=O)C3=CC=CC=C3C2=O. Cell line: SR. Synergy scores: CSS=21.4, Synergy_ZIP=-0.000841, Synergy_Bliss=-10.6, Synergy_Loewe=-25.9, Synergy_HSA=-9.68. (2) Drug 1: C1=CC(=C2C(=C1NCCNCCO)C(=O)C3=C(C=CC(=C3C2=O)O)O)NCCNCCO. Drug 2: CC(C1=C(C=CC(=C1Cl)F)Cl)OC2=C(N=CC(=C2)C3=CN(N=C3)C4CCNCC4)N. Cell line: BT-549. Synergy scores: CSS=36.6, Synergy_ZIP=5.73, Synergy_Bliss=5.94, Synergy_Loewe=-17.4, Synergy_HSA=3.07. (3) Drug 1: CS(=O)(=O)OCCCCOS(=O)(=O)C. Drug 2: COCCOC1=C(C=C2C(=C1)C(=NC=N2)NC3=CC=CC(=C3)C#C)OCCOC.Cl. Cell line: MDA-MB-231. Synergy scores: CSS=5.87, Synergy_ZIP=-0.832, Synergy_Bliss=1.22, Synergy_Loewe=1.81, Synergy_HSA=2.08. (4) Drug 1: CCC1=CC2CC(C3=C(CN(C2)C1)C4=CC=CC=C4N3)(C5=C(C=C6C(=C5)C78CCN9C7C(C=CC9)(C(C(C8N6C)(C(=O)OC)O)OC(=O)C)CC)OC)C(=O)OC.C(C(C(=O)O)O)(C(=O)O)O. Drug 2: CC=C1C(=O)NC(C(=O)OC2CC(=O)NC(C(=O)NC(CSSCCC=C2)C(=O)N1)C(C)C)C(C)C. Cell line: RXF 393. Synergy scores: CSS=66.2, Synergy_ZIP=-1.33, Synergy_Bliss=1.48, Synergy_Loewe=-11.0, Synergy_HSA=4.90. (5) Drug 1: C1C(C(OC1N2C=NC3=C(N=C(N=C32)Cl)N)CO)O. Drug 2: CC=C1C(=O)NC(C(=O)OC2CC(=O)NC(C(=O)NC(CSSCCC=C2)C(=O)N1)C(C)C)C(C)C. Cell line: OVCAR-5. Synergy scores: CSS=50.2, Synergy_ZIP=1.73, Synergy_Bliss=1.63, Synergy_Loewe=-34.7, Synergy_HSA=-2.27. (6) Drug 1: COC1=C2C(=CC3=C1OC=C3)C=CC(=O)O2. Drug 2: CC1CCCC2(C(O2)CC(NC(=O)CC(C(C(=O)C(C1O)C)(C)C)O)C(=CC3=CSC(=N3)C)C)C. Cell line: KM12. Synergy scores: CSS=26.5, Synergy_ZIP=6.37, Synergy_Bliss=-4.40, Synergy_Loewe=-37.6, Synergy_HSA=-14.2. (7) Drug 1: CC1=CC2C(CCC3(C2CCC3(C(=O)C)OC(=O)C)C)C4(C1=CC(=O)CC4)C. Synergy scores: CSS=-1.66, Synergy_ZIP=1.24, Synergy_Bliss=1.60, Synergy_Loewe=-1.94, Synergy_HSA=-1.77. Cell line: NCI-H522. Drug 2: CN(C)C1=NC(=NC(=N1)N(C)C)N(C)C. (8) Drug 1: CS(=O)(=O)OCCCCOS(=O)(=O)C. Drug 2: C1CC(=O)NC(=O)C1N2C(=O)C3=CC=CC=C3C2=O. Cell line: NCI/ADR-RES. Synergy scores: CSS=-2.41, Synergy_ZIP=7.94, Synergy_Bliss=13.4, Synergy_Loewe=-1.58, Synergy_HSA=0.198. (9) Drug 1: C1=CC(=CC=C1CC(C(=O)O)N)N(CCCl)CCCl.Cl. Drug 2: CCCCC(=O)OCC(=O)C1(CC(C2=C(C1)C(=C3C(=C2O)C(=O)C4=C(C3=O)C=CC=C4OC)O)OC5CC(C(C(O5)C)O)NC(=O)C(F)(F)F)O. Cell line: CAKI-1. Synergy scores: CSS=20.8, Synergy_ZIP=-7.06, Synergy_Bliss=0.670, Synergy_Loewe=3.65, Synergy_HSA=3.88.